Dataset: Reaction yield outcomes from USPTO patents with 853,638 reactions. Task: Predict the reaction yield, written as a fraction of the theoretical maximum amount of product (1.0 means a 100% yield; for example, 0.34 means a 34% yield). The reactants are [Cl:1][C:2]1[CH:22]=[C:21]([C:23]([F:26])([F:25])[F:24])[CH:20]=[CH:19][C:3]=1[CH2:4][N:5]1[C:9](/[CH:10]=[CH:11]/[C:12]([OH:14])=O)=[CH:8][C:7]([O:15][CH:16]([CH3:18])[CH3:17])=[N:6]1.[CH2:27]([S:32]([NH2:35])(=[O:34])=[O:33])[CH2:28][CH2:29][CH2:30][CH3:31].N12CCCN=C1CCCCC2. The yield is 0.440. The product is [Cl:1][C:2]1[CH:22]=[C:21]([C:23]([F:26])([F:25])[F:24])[CH:20]=[CH:19][C:3]=1[CH2:4][N:5]1[C:9](/[CH:10]=[CH:11]/[C:12]([NH:35][S:32]([CH2:27][CH2:28][CH2:29][CH2:30][CH3:31])(=[O:34])=[O:33])=[O:14])=[CH:8][C:7]([O:15][CH:16]([CH3:18])[CH3:17])=[N:6]1. The catalyst is CN(C)C=O.